From a dataset of Reaction yield outcomes from USPTO patents with 853,638 reactions. Predict the reaction yield, written as a fraction of the theoretical maximum amount of product (1.0 means a 100% yield; for example, 0.34 means a 34% yield). (1) The catalyst is CN(C=O)C. The product is [C:35](=[O:38])([S:37][C@H:6]1[C@@H:11]([CH3:12])[CH2:10][C@@H:9]([C:13]2[CH:18]=[CH:17][N:16]=[CH:15][C:14]=2[NH:19][C:20]([O:22][C:23]([CH3:24])([CH3:25])[CH3:26])=[O:21])[CH2:8][C@H:7]1[NH:27][C:28]([O:30][C:31]([CH3:32])([CH3:34])[CH3:33])=[O:29])[CH3:36]. The reactants are CS(O[C@@H:6]1[C@@H:11]([CH3:12])[CH2:10][C@@H:9]([C:13]2[CH:18]=[CH:17][N:16]=[CH:15][C:14]=2[NH:19][C:20]([O:22][C:23]([CH3:26])([CH3:25])[CH3:24])=[O:21])[CH2:8][C@H:7]1[NH:27][C:28]([O:30][C:31]([CH3:34])([CH3:33])[CH3:32])=[O:29])(=O)=O.[C:35]([O-:38])(=[S:37])[CH3:36].[K+]. The yield is 0.870. (2) The reactants are [O:1]1[C:5]2([CH2:10][CH2:9][C:8]([C:11]3[C:19]4[C:14](=[CH:15][CH:16]=[CH:17][CH:18]=4)[NH:13][CH:12]=3)=[CH:7][CH2:6]2)[O:4][CH2:3][CH2:2]1.[F:20]C1C=C2C(C=CN2)=CC=1. No catalyst specified. The product is [O:4]1[C:5]2([CH2:10][CH2:9][C:8]([C:11]3[C:19]4[C:14](=[CH:15][C:16]([F:20])=[CH:17][CH:18]=4)[NH:13][CH:12]=3)=[CH:7][CH2:6]2)[O:1][CH2:2][CH2:3]1. The yield is 0.963.